Dataset: CYP2D6 inhibition data for predicting drug metabolism from PubChem BioAssay. Task: Regression/Classification. Given a drug SMILES string, predict its absorption, distribution, metabolism, or excretion properties. Task type varies by dataset: regression for continuous measurements (e.g., permeability, clearance, half-life) or binary classification for categorical outcomes (e.g., BBB penetration, CYP inhibition). Dataset: cyp2d6_veith. (1) The drug is O=S(=O)(/N=C(/Nc1ccc(F)cc1F)c1ccc(Cl)cc1)c1ccccc1. The result is 0 (non-inhibitor). (2) The compound is N=C(N)SCCc1ccc(OCc2ccc([N+](=O)[O-])cc2)cc1. The result is 0 (non-inhibitor). (3) The drug is CCOCC(=O)Nc1c(C(=O)Nc2ccccc2OC)oc2ccccc12. The result is 0 (non-inhibitor). (4) The molecule is C[C@H]1CCC/C=C\[C@H]2C[C@H](O)C[C@@H]2[C@H](O)/C=C\C(=O)O1. The result is 0 (non-inhibitor). (5) The molecule is Nc1ccc(C(=O)NCC(=O)O)cc1. The result is 0 (non-inhibitor).